Dataset: TCR-epitope binding with 47,182 pairs between 192 epitopes and 23,139 TCRs. Task: Binary Classification. Given a T-cell receptor sequence (or CDR3 region) and an epitope sequence, predict whether binding occurs between them. (1) The epitope is FPPTSFGPL. The TCR CDR3 sequence is CASSPYFSGNEQFF. Result: 0 (the TCR does not bind to the epitope). (2) The epitope is NLWNTFTRL. The TCR CDR3 sequence is CASSLASQGTDTQYF. Result: 0 (the TCR does not bind to the epitope). (3) The epitope is ISPRTLNAW. The TCR CDR3 sequence is CASRMGANTEAFF. Result: 1 (the TCR binds to the epitope). (4) The epitope is TPQDLNTML. The TCR CDR3 sequence is CASSPGNTEAFF. Result: 1 (the TCR binds to the epitope).